Dataset: Full USPTO retrosynthesis dataset with 1.9M reactions from patents (1976-2016). Task: Predict the reactants needed to synthesize the given product. (1) Given the product [CH3:15][O:16][C:17]1[CH:24]=[CH:23][C:20]([CH2:21][N:1]2[C:6]3[CH:7]=[CH:8][CH:9]=[CH:10][C:5]=3[O:4][CH2:3][S:2]2(=[O:11])=[O:12])=[CH:19][CH:18]=1, predict the reactants needed to synthesize it. The reactants are: [NH:1]1[C:6]2[CH:7]=[CH:8][CH:9]=[CH:10][C:5]=2[O:4][CH2:3][S:2]1(=[O:12])=[O:11].[H-].[Na+].[CH3:15][O:16][C:17]1[CH:24]=[CH:23][C:20]([CH2:21]Cl)=[CH:19][CH:18]=1. (2) Given the product [Br:13][C:10]1[CH:11]=[CH:12][C:3]([CH2:1][CH3:2])=[C:4]([CH:9]=1)[C:5]([O:7][CH3:8])=[O:6], predict the reactants needed to synthesize it. The reactants are: [CH2:1]([C:3]1[CH:12]=[CH:11][CH:10]=[CH:9][C:4]=1[C:5]([O:7][CH3:8])=[O:6])[CH3:2].[Br:13]Br.C(=O)([O-])[O-].[K+].[K+].O. (3) Given the product [F:2][C:3]1[CH:4]=[C:5]([C@H:10]2[N:15]([CH2:16][C:17]([NH:25][C:26]3[CH:27]=[C:28]4[C:49](=[CH:50][CH:51]=3)[CH2:48][C@:30]3([C:38]5[C:33](=[N:34][CH:35]=[CH:36][CH:37]=5)[NH:32][C:31]3=[O:47])[CH2:29]4)=[O:19])[C:14](=[O:20])[C:13]([CH2:21][CH3:22])([CH2:23][CH3:24])[NH:12][CH2:11]2)[CH:6]=[C:7]([F:9])[CH:8]=1, predict the reactants needed to synthesize it. The reactants are: Cl.[F:2][C:3]1[CH:4]=[C:5]([C@H:10]2[N:15]([CH2:16][C:17]([OH:19])=O)[C:14](=[O:20])[C:13]([CH2:23][CH3:24])([CH2:21][CH3:22])[NH:12][CH2:11]2)[CH:6]=[C:7]([F:9])[CH:8]=1.[NH2:25][C:26]1[CH:27]=[C:28]2[C:49](=[CH:50][CH:51]=1)[CH2:48][C@:30]1([C:38]3[C:33](=[N:34][CH:35]=[CH:36][CH:37]=3)[N:32](COCC[Si](C)(C)C)[C:31]1=[O:47])[CH2:29]2.C1C=CC2N(O)N=NC=2C=1.C(Cl)CCl. (4) Given the product [OH:15][C:10]1[CH:11]=[CH:12][CH:13]=[CH:14][C:9]=1[C:5]1[N:4]([CH2:17][CH2:18][C:19]2[CH:20]=[CH:21][CH:22]=[CH:23][CH:24]=2)[C:3](=[O:25])[C:2]([N:32]2[CH2:37][CH2:36][O:35][CH2:34][CH2:33]2)=[C:7]([CH3:8])[N:6]=1, predict the reactants needed to synthesize it. The reactants are: Cl[C:2]1[C:3](=[O:25])[N:4]([CH2:17][CH2:18][C:19]2[CH:24]=[CH:23][CH:22]=[CH:21][CH:20]=2)[C:5]([C:9]2[CH:14]=[CH:13][CH:12]=[CH:11][C:10]=2[O:15]C)=[N:6][C:7]=1[CH3:8].CC([O-])(C)C.[Na+].[NH:32]1[CH2:37][CH2:36][O:35][CH2:34][CH2:33]1. (5) Given the product [OH:29][CH2:28][CH2:27][O:25][C:22]1[CH:23]=[CH:24][C:19]([C:16]2[CH2:15][S:14][C:13]3=[N:12][N:11]=[C:10]([C:5]4[CH:6]=[CH:7][CH:8]=[CH:9][C:4]=4[O:3][CH3:2])[N:18]3[N:17]=2)=[CH:20][CH:21]=1, predict the reactants needed to synthesize it. The reactants are: Br.[CH3:2][O:3][C:4]1[CH:9]=[CH:8][CH:7]=[CH:6][C:5]=1[C:10]1[N:18]2[C:13]([S:14][CH2:15][C:16]([C:19]3[CH:24]=[CH:23][C:22]([OH:25])=[CH:21][CH:20]=3)=[N:17]2)=[N:12][N:11]=1.I[CH2:27][CH2:28][OH:29].C(=O)([O-])[O-].[K+].[K+]. (6) Given the product [CH2:1]([O:8][C:9]([N:11]1[CH2:20][CH2:19][C:18]2[C:13](=[C:14]([Cl:22])[CH:15]=[CH:16][C:17]=2[C:24]#[N:26])[CH2:12]1)=[O:10])[C:2]1[CH:7]=[CH:6][CH:5]=[CH:4][CH:3]=1, predict the reactants needed to synthesize it. The reactants are: [CH2:1]([O:8][C:9]([N:11]1[CH2:20][CH2:19][C:18]2[C:13](=[C:14]([Cl:22])[CH:15]=[CH:16][C:17]=2Br)[CH2:12]1)=[O:10])[C:2]1[CH:7]=[CH:6][CH:5]=[CH:4][CH:3]=1.C[C:24]([N:26](C)C)=O. (7) Given the product [CH:11]([N:24]1[CH2:27][C:26](=[CH:44]/[CH:45]=[CH:46]/[C:47]([O:49][CH2:50][CH3:51])=[O:48])[CH2:25]1)([C:18]1[CH:23]=[CH:22][CH:21]=[CH:20][CH:19]=1)[C:12]1[CH:17]=[CH:16][CH:15]=[CH:14][CH:13]=1, predict the reactants needed to synthesize it. The reactants are: C(Cl)(=O)C(Cl)=O.CS(C)=O.[CH:11]([N:24]1[CH2:27][CH:26](O)[CH2:25]1)([C:18]1[CH:23]=[CH:22][CH:21]=[CH:20][CH:19]=1)[C:12]1[CH:17]=[CH:16][CH:15]=[CH:14][CH:13]=1.CCN(CC)CC.C(OP([CH2:44]/[CH:45]=[CH:46]/[C:47]([O:49][CH2:50][CH3:51])=[O:48])(OCC)=O)C.[H-].[Na+]. (8) Given the product [N:1]1([CH2:6][CH2:7][CH2:8][C:9]2[CH:10]=[CH:11][C:12]([C:15]([C:17]3[CH:18]=[CH:19][C:20]([O:23][CH:24]4[CH2:29][CH2:28][CH2:27][CH2:26][O:25]4)=[CH:21][CH:22]=3)=[O:16])=[CH:13][CH:14]=2)[CH2:2][CH2:3][CH2:4][CH2:5]1, predict the reactants needed to synthesize it. The reactants are: [N:1]1([CH2:6][C:7]#[C:8][C:9]2[CH:14]=[CH:13][C:12]([C:15]([C:17]3[CH:22]=[CH:21][C:20]([O:23][CH:24]4[CH2:29][CH2:28][CH2:27][CH2:26][O:25]4)=[CH:19][CH:18]=3)=[O:16])=[CH:11][CH:10]=2)[CH2:5][CH2:4][CH2:3][CH2:2]1. (9) Given the product [C:1]([O:5][C:6](=[O:19])[NH:7][C:8]1[CH:13]=[C:12]([N:21]([CH3:22])[CH3:20])[C:11]([Cl:15])=[CH:10][C:9]=1[N+:16]([O-:18])=[O:17])([CH3:4])([CH3:3])[CH3:2], predict the reactants needed to synthesize it. The reactants are: [C:1]([O:5][C:6](=[O:19])[NH:7][C:8]1[CH:13]=[C:12](Cl)[C:11]([Cl:15])=[CH:10][C:9]=1[N+:16]([O-:18])=[O:17])([CH3:4])([CH3:3])[CH3:2].[CH3:20][NH:21][CH3:22]. (10) Given the product [Cl:1][C:2]1[N:3]([CH2:26][C:27](=[O:28])[N:54]2[C:62]3[C:57](=[CH:58][CH:59]=[CH:60][CH:61]=3)[C:56]3([CH2:65][CH2:64][CH2:63]3)[CH2:55]2)[C:4]2[C:9]([C:10]=1[S:11][C:12]1[C:13]([F:23])=[C:14]([CH:15]=[CH:16][CH:17]=1)[C:18]([O:20][CH2:21][CH3:22])=[O:19])=[CH:8][CH:7]=[C:6]([Cl:24])[C:5]=2[F:25], predict the reactants needed to synthesize it. The reactants are: [Cl:1][C:2]1[N:3]([CH2:26][C:27](O)=[O:28])[C:4]2[C:9]([C:10]=1[S:11][C:12]1[CH:17]=[CH:16][CH:15]=[C:14]([C:18]([O:20][CH2:21][CH3:22])=[O:19])[C:13]=1[F:23])=[CH:8][CH:7]=[C:6]([Cl:24])[C:5]=2[F:25].CN(C(ON1N=NC2C=CC=NC1=2)=[N+](C)C)C.F[P-](F)(F)(F)(F)F.[NH:54]1[C:62]2[C:57](=[CH:58][CH:59]=[CH:60][CH:61]=2)[C:56]2([CH2:65][CH2:64][CH2:63]2)[CH2:55]1.CCN(C(C)C)C(C)C.